Dataset: Full USPTO retrosynthesis dataset with 1.9M reactions from patents (1976-2016). Task: Predict the reactants needed to synthesize the given product. (1) Given the product [C:1]([C:5]1[N:10]=[CH:9][C:8]([C:11]2[N:12]([C:32]([N:38]3[CH2:43][CH2:42][CH:41]([CH2:44][OH:45])[CH2:40][CH2:39]3)=[O:33])[C@@:13]([C:25]3[CH:26]=[CH:27][C:28]([Cl:31])=[CH:29][CH:30]=3)([CH3:24])[C@@:14]([C:17]3[CH:18]=[CH:19][C:20]([Cl:23])=[CH:21][CH:22]=3)([CH3:16])[N:15]=2)=[C:7]([O:35][CH2:36][CH3:37])[CH:6]=1)([CH3:2])([CH3:3])[CH3:4], predict the reactants needed to synthesize it. The reactants are: [C:1]([C:5]1[N:10]=[CH:9][C:8]([C:11]2[N:12]([C:32](Cl)=[O:33])[C@@:13]([C:25]3[CH:30]=[CH:29][C:28]([Cl:31])=[CH:27][CH:26]=3)([CH3:24])[C@@:14]([C:17]3[CH:22]=[CH:21][C:20]([Cl:23])=[CH:19][CH:18]=3)([CH3:16])[N:15]=2)=[C:7]([O:35][CH2:36][CH3:37])[CH:6]=1)([CH3:4])([CH3:3])[CH3:2].[NH:38]1[CH2:43][CH2:42][CH:41]([CH2:44][OH:45])[CH2:40][CH2:39]1. (2) The reactants are: BrCC(C1N=C(NC(=O)C2C(F)=CC=CC=2F)SC=1C1C=CC=C(C(F)(F)F)C=1)=[O:4].[C:31]([O:36][CH2:37][CH3:38])(=S)[C:32]([NH2:34])=O.[F:39][C:40]1[CH:69]=[CH:68][CH:67]=[C:66]([F:70])[C:41]=1[C:42]([NH:44][C:45]1[S:46][C:47]([C:56]2[CH:61]=[CH:60][CH:59]=[C:58]([C:62]([F:65])([F:64])[F:63])[CH:57]=2)=[C:48]([C:50]2N=C(C)[S:53][CH:54]=2)[N:49]=1)=[O:43]. Given the product [F:39][C:40]1[CH:69]=[CH:68][CH:67]=[C:66]([F:70])[C:41]=1[C:42]([NH:44][C:45]1[S:46][C:47]([C:56]2[CH:61]=[CH:60][CH:59]=[C:58]([C:62]([F:65])([F:64])[F:63])[CH:57]=2)=[C:48]([C:50]2[N:34]=[C:32]([C:31]([O:36][CH2:37][CH3:38])=[O:4])[S:53][CH:54]=2)[N:49]=1)=[O:43], predict the reactants needed to synthesize it. (3) Given the product [CH3:22][O:21][C:13]1[CH:14]=[C:15]([N+:18]([O-:20])=[O:19])[CH:16]=[CH:17][C:12]=1[S:9]([CH2:8][CH2:7][CH2:6][N:23]1[CH2:28][CH2:27][O:26][CH2:25][CH2:24]1)(=[O:11])=[O:10], predict the reactants needed to synthesize it. The reactants are: CS(O[CH2:6][CH2:7][CH2:8][S:9]([C:12]1[CH:17]=[CH:16][C:15]([N+:18]([O-:20])=[O:19])=[CH:14][C:13]=1[O:21][CH3:22])(=[O:11])=[O:10])(=O)=O.[NH:23]1[CH2:28][CH2:27][O:26][CH2:25][CH2:24]1.C([O-])([O-])=O.[K+].[K+].